This data is from Reaction yield outcomes from USPTO patents with 853,638 reactions. The task is: Predict the reaction yield, written as a fraction of the theoretical maximum amount of product (1.0 means a 100% yield; for example, 0.34 means a 34% yield). (1) The reactants are [CH3:1][O:2][C:3](=[O:19])[C:4]1[CH:9]=[C:8](I)[C:7]([C:11]([F:14])([F:13])[F:12])=[CH:6][C:5]=1[NH:15][C:16](=[O:18])[CH3:17].C([Sn](CCCC)(CCCC)[C:25]1[O:26][CH2:27][CH2:28][CH:29]=1)CCC.CCN(CC)CC. The catalyst is O1CCOCC1.C1C=CC([P]([Pd]([P](C2C=CC=CC=2)(C2C=CC=CC=2)C2C=CC=CC=2)([P](C2C=CC=CC=2)(C2C=CC=CC=2)C2C=CC=CC=2)[P](C2C=CC=CC=2)(C2C=CC=CC=2)C2C=CC=CC=2)(C2C=CC=CC=2)C2C=CC=CC=2)=CC=1. The product is [CH3:1][O:2][C:3](=[O:19])[C:4]1[CH:9]=[C:8]([C:25]2[O:26][CH2:27][CH2:28][CH:29]=2)[C:7]([C:11]([F:14])([F:13])[F:12])=[CH:6][C:5]=1[NH:15][C:16](=[O:18])[CH3:17]. The yield is 0.860. (2) The reactants are C([O:8][C:9](=[O:24])[C@@H:10]([NH:16][C:17]([O:19][C:20]([CH3:23])([CH3:22])[CH3:21])=[O:18])[CH2:11][O:12][CH:13]([F:15])[F:14])C1C=CC=CC=1. The catalyst is C1COCC1.[Pd]. The product is [C:20]([O:19][C:17]([NH:16][C@@H:10]([CH2:11][O:12][CH:13]([F:14])[F:15])[C:9]([OH:24])=[O:8])=[O:18])([CH3:23])([CH3:21])[CH3:22]. The yield is 1.00. (3) The reactants are [CH:1]1(/[C:7](/[CH2:14][CH3:15])=[CH:8]/[C:9](OCC)=[O:10])[CH2:6][CH2:5][CH2:4][CH2:3][CH2:2]1.[H-].[Al+3].[Li+].[H-].[H-].[H-]. The catalyst is CCOCC. The product is [CH:1]1(/[C:7](/[CH2:14][CH3:15])=[CH:8]/[CH2:9][OH:10])[CH2:6][CH2:5][CH2:4][CH2:3][CH2:2]1. The yield is 0.870. (4) The reactants are [CH3:1][C:2]([CH3:41])([CH3:40])[CH2:3][CH2:4][CH2:5][CH2:6][C:7]1([CH3:39])[C:16]2[C:11](=[CH:12][CH:13]=[CH:14][CH:15]=2)[C:10]([OH:17])=[C:9]([C:18]2[NH:23][C:22]3[CH:24]=[CH:25][C:26]([NH:28]C(=O)OC(C)(C)C)=[CH:27][C:21]=3[S:20](=[O:37])(=[O:36])[N:19]=2)[C:8]1=[O:38].[ClH:42]. The catalyst is O1CCOCC1. The product is [ClH:42].[NH2:28][C:26]1[CH:25]=[CH:24][C:22]2[NH:23][C:18]([C:9]3[C:8](=[O:38])[C:7]([CH2:6][CH2:5][CH2:4][CH2:3][C:2]([CH3:1])([CH3:40])[CH3:41])([CH3:39])[C:16]4[C:11]([C:10]=3[OH:17])=[CH:12][CH:13]=[CH:14][CH:15]=4)=[N:19][S:20](=[O:37])(=[O:36])[C:21]=2[CH:27]=1. The yield is 0.540. (5) The reactants are C(OC([N:8]1[CH2:13][CH2:12][CH:11]([C:14](=[O:33])[NH:15][C:16]2[S:17][C:18]3[C:24]([N:25]4[CH2:30][CH2:29][O:28][CH2:27][CH2:26]4)=[CH:23][CH:22]=[C:21]([O:31][CH3:32])[C:19]=3[N:20]=2)[CH2:10][CH2:9]1)=O)(C)(C)C. The catalyst is FC(F)(F)C(O)=O. The product is [CH3:32][O:31][C:21]1[C:19]2[N:20]=[C:16]([NH:15][C:14]([CH:11]3[CH2:10][CH2:9][NH:8][CH2:13][CH2:12]3)=[O:33])[S:17][C:18]=2[C:24]([N:25]2[CH2:26][CH2:27][O:28][CH2:29][CH2:30]2)=[CH:23][CH:22]=1. The yield is 0.770. (6) The reactants are [CH3:1][S:2][C:3]1[N:4]=[CH:5][C:6]2[CH:12]=[CH:11][NH:10][C:9](=O)[C:7]=2[N:8]=1.O=P(Cl)(Cl)[Cl:16]. No catalyst specified. The product is [Cl:16][C:9]1[C:7]2[N:8]=[C:3]([S:2][CH3:1])[N:4]=[CH:5][C:6]=2[CH:12]=[CH:11][N:10]=1. The yield is 0.860.